Dataset: Reaction yield outcomes from USPTO patents with 853,638 reactions. Task: Predict the reaction yield, written as a fraction of the theoretical maximum amount of product (1.0 means a 100% yield; for example, 0.34 means a 34% yield). (1) The reactants are [CH3:1][C:2]1[C:10]([C:11]2[S:12][C:13]([C:24]([O:26][CH2:27][CH3:28])=[O:25])=[C:14](OS(C(F)(F)F)(=O)=O)[N:15]=2)=[C:5]2[CH:6]=[CH:7][CH:8]=[CH:9][N:4]2[N:3]=1.[C:29]1(B2OC(C)(C)C(C)(C)O2)[CH2:34][CH2:33][CH2:32][CH2:31][CH:30]=1.C(=O)([O-])[O-].[Cs+].[Cs+].O. The catalyst is COCCOC. The product is [C:29]1([C:14]2[N:15]=[C:11]([C:10]3[C:2]([CH3:1])=[N:3][N:4]4[CH:9]=[CH:8][CH:7]=[CH:6][C:5]=34)[S:12][C:13]=2[C:24]([O:26][CH2:27][CH3:28])=[O:25])[CH2:34][CH2:33][CH2:32][CH2:31][CH:30]=1. The yield is 0.950. (2) The reactants are [Cl:1][C:2]1[CH:10]=[C:6]([C:7]([OH:9])=O)[C:5]([OH:11])=[CH:4][CH:3]=1.[NH2:12][C:13]1[S:14][CH:15]=[C:16]([C:18]2[CH:23]=[CH:22][C:21]([O:24][CH3:25])=[CH:20][CH:19]=2)[N:17]=1. No catalyst specified. The product is [Cl:1][C:2]1[CH:3]=[CH:4][C:5]([OH:11])=[C:6]([CH:10]=1)[C:7]([NH:12][C:13]1[S:14][CH:15]=[C:16]([C:18]2[CH:19]=[CH:20][C:21]([O:24][CH3:25])=[CH:22][CH:23]=2)[N:17]=1)=[O:9]. The yield is 0.164. (3) No catalyst specified. The product is [F:1][C:2]1[CH:31]=[CH:30][CH:29]=[C:28]([F:32])[C:3]=1[C:4]([NH:6][C:7]1[S:8][C:9]([C:18]2[CH:23]=[CH:22][CH:21]=[C:20]([C:24]([F:27])([F:25])[F:26])[CH:19]=2)=[C:10]([C:12](=[O:13])[CH2:37][CH3:38])[N:11]=1)=[O:5]. The yield is 0.830. The reactants are [F:1][C:2]1[CH:31]=[CH:30][CH:29]=[C:28]([F:32])[C:3]=1[C:4]([NH:6][C:7]1[S:8][C:9]([C:18]2[CH:23]=[CH:22][CH:21]=[C:20]([C:24]([F:27])([F:26])[F:25])[CH:19]=2)=[C:10]([C:12](N(OC)C)=[O:13])[N:11]=1)=[O:5].C[Mg+].[Br-].O.[CH2:37]1COC[CH2:38]1. (4) The reactants are [CH3:1][N:2]1[C:7](=[O:8])[CH:6]=[CH:5][NH:4][C:3]1=O.F[P-](F)(F)(F)(F)F.N1(O[P+](N(C)C)(N(C)C)N(C)C)C2C=CC=CC=2N=N1.Cl.[OH:38][C@@H:39]1[CH2:43][CH2:42][CH2:41][C@H:40]1[NH2:44].C1CCN2C(=NCCC2)CC1. The catalyst is CN(C=O)C. The product is [OH:38][C@@H:39]1[CH2:43][CH2:42][CH2:41][C@H:40]1[NH:44][C:3]1[N:2]([CH3:1])[C:7](=[O:8])[CH:6]=[CH:5][N:4]=1. The yield is 0.760. (5) The reactants are [NH2:1][C:2]1[CH:3]=[C:4]([NH:8][C:9](=[O:18])[C:10]2[CH:15]=[CH:14][C:13]([F:16])=[CH:12][C:11]=2[Cl:17])[CH:5]=[CH:6][CH:7]=1.[C:19]([O:23][C:24]([N:26]1[CH2:31][CH2:30][C:29](=O)[CH2:28][C@H:27]1[CH3:33])=[O:25])([CH3:22])([CH3:21])[CH3:20].C(O)(=O)C.C(O[BH-](OC(=O)C)OC(=O)C)(=O)C.[Na+]. The catalyst is O1CCCC1.CO. The product is [C:19]([O:23][C:24]([N:26]1[CH2:31][CH2:30][C@@H:29]([NH:1][C:2]2[CH:7]=[CH:6][CH:5]=[C:4]([NH:8][C:9](=[O:18])[C:10]3[CH:15]=[CH:14][C:13]([F:16])=[CH:12][C:11]=3[Cl:17])[CH:3]=2)[CH2:28][C@H:27]1[CH3:33])=[O:25])([CH3:22])([CH3:20])[CH3:21]. The yield is 0.230.